This data is from Catalyst prediction with 721,799 reactions and 888 catalyst types from USPTO. The task is: Predict which catalyst facilitates the given reaction. (1) Reactant: [Br:1][C:2]1[CH:3]=[N:4][CH:5]=[C:6]2[C:11]=1[N:10]=[C:9]([C:12]([OH:14])=O)[CH:8]=[CH:7]2.Cl.[F:16][C:17]1([F:22])[CH2:21][CH2:20][NH:19][CH2:18]1.C(N(CC)CC)C.CN(C(ON1N=NC2C=CC=NC1=2)=[N+](C)C)C.F[P-](F)(F)(F)(F)F. Product: [Br:1][C:2]1[CH:3]=[N:4][CH:5]=[C:6]2[C:11]=1[N:10]=[C:9]([C:12]([N:19]1[CH2:20][CH2:21][C:17]([F:22])([F:16])[CH2:18]1)=[O:14])[CH:8]=[CH:7]2. The catalyst class is: 303. (2) Reactant: [NH:1]1[C:5]2[CH:6]=[CH:7][C:8]([C:10](O)=[O:11])=[CH:9][C:4]=2[N:3]=[CH:2]1.[H-].[Al+3].[Li+].[H-].[H-].[H-]. Product: [NH:3]1[C:4]2[CH:9]=[C:8]([CH2:10][OH:11])[CH:7]=[CH:6][C:5]=2[N:1]=[CH:2]1. The catalyst class is: 1. (3) Reactant: [C:1]1([CH3:25])[CH:6]=[CH:5][C:4]([S:7]([CH:10]([C:14]2[CH:19]=[C:18]([O:20][CH3:21])[C:17]([O:22][CH3:23])=[C:16]([Br:24])[CH:15]=2)[NH:11][CH:12]=O)(=[O:9])=[O:8])=[CH:3][CH:2]=1.O=P(Cl)(Cl)Cl.CCN(CC)CC. Product: [Br:24][C:16]1[CH:15]=[C:14]([CH:10]([N+:11]#[C-:12])[S:7]([C:4]2[CH:3]=[CH:2][C:1]([CH3:25])=[CH:6][CH:5]=2)(=[O:9])=[O:8])[CH:19]=[C:18]([O:20][CH3:21])[C:17]=1[O:22][CH3:23]. The catalyst class is: 57.